Task: Predict the reactants needed to synthesize the given product.. Dataset: Full USPTO retrosynthesis dataset with 1.9M reactions from patents (1976-2016) (1) Given the product [Br:3][C:4]1[CH:5]=[C:6]2[CH2:12][CH2:11][N:10]([CH3:13])[C:7]2=[N:8][CH:9]=1, predict the reactants needed to synthesize it. The reactants are: [H-].[Na+].[Br:3][C:4]1[CH:5]=[C:6]2[CH2:12][CH2:11][NH:10][C:7]2=[N:8][CH:9]=1.[CH3:13]I.O. (2) Given the product [CH3:1][S:2]([O:18][CH:15]1[CH2:14][CH:13]([C:10]2[C:9]([Cl:19])=[CH:8][C:7]([Br:6])=[CH:12][N:11]=2)[O:17][CH2:16]1)(=[O:4])=[O:3], predict the reactants needed to synthesize it. The reactants are: [CH3:1][S:2](Cl)(=[O:4])=[O:3].[Br:6][C:7]1[CH:8]=[C:9]([Cl:19])[C:10]([CH:13]2[O:17][CH2:16][CH:15]([OH:18])[CH2:14]2)=[N:11][CH:12]=1. (3) Given the product [Cl:13][C:11]1[CH:12]=[C:7]([C:34]2[CH:35]=[CH:36][C:37]([F:38])=[C:32]([C:30]#[N:31])[CH:33]=2)[CH:8]=[C:9]([Cl:27])[C:10]=1[CH2:14][CH:15]1[CH2:19][CH2:18][N:17]([CH:20]2[CH2:21][CH2:22][CH2:23][CH2:24][CH2:25]2)[C:16]1=[O:26], predict the reactants needed to synthesize it. The reactants are: FC(F)(F)S(O[C:7]1[CH:12]=[C:11]([Cl:13])[C:10]([CH2:14][CH:15]2[CH2:19][CH2:18][N:17]([CH:20]3[CH2:25][CH2:24][CH2:23][CH2:22][CH2:21]3)[C:16]2=[O:26])=[C:9]([Cl:27])[CH:8]=1)(=O)=O.[C:30]([C:32]1[CH:33]=[C:34](B(O)O)[CH:35]=[CH:36][C:37]=1[F:38])#[N:31].C(=O)([O-])[O-].[Na+].[Na+].O. (4) The reactants are: [O:1]=[S:2]1(=[O:16])[CH2:6][CH2:5][CH2:4][N:3]1[C:7]1[CH:15]=[CH:14][C:10]([C:11]([OH:13])=O)=[CH:9][CH:8]=1.[CH3:17][C:18]1[CH:19]=[CH:20][C:21]([N:26]2[CH2:31][CH2:30][NH:29][CH2:28][CH2:27]2)=[C:22]([CH2:24][OH:25])[CH:23]=1. Given the product [O:16]=[S:2]1(=[O:1])[CH2:6][CH2:5][CH2:4][N:3]1[C:7]1[CH:8]=[CH:9][C:10]([C:11]([N:29]2[CH2:28][CH2:27][N:26]([C:21]3[CH:20]=[CH:19][C:18]([CH3:17])=[CH:23][C:22]=3[CH2:24][OH:25])[CH2:31][CH2:30]2)=[O:13])=[CH:14][CH:15]=1, predict the reactants needed to synthesize it. (5) Given the product [CH3:1][O:2][C:3]1[CH:4]=[C:5]([C:11]2[CH:20]3[CH:15]([CH2:16][CH:17]=[CH:18][CH2:19]3)[C:14](=[O:21])[N:13]([CH2:22][CH2:23][CH2:24][CH2:25][CH2:26][NH:27][CH2:28][CH2:29][CH:30]3[CH2:34][CH2:33][CH:32]([CH2:35][CH2:36][C:38]4[CH:43]=[C:42]([F:44])[CH:41]=[CH:40][C:39]=4[O:45][CH3:46])[O:31]3)[N:12]=2)[CH:6]=[CH:7][C:8]=1[O:9][CH3:10], predict the reactants needed to synthesize it. The reactants are: [CH3:1][O:2][C:3]1[CH:4]=[C:5]([C:11]2[CH:20]3[CH:15]([CH2:16][CH:17]=[CH:18][CH2:19]3)[C:14](=[O:21])[N:13]([CH2:22][CH2:23][CH2:24][CH2:25][CH2:26][NH:27][CH2:28][CH2:29][CH:30]3[CH2:34][CH2:33][CH:32]([CH2:35][CH:36]([C:38]4[CH:43]=[C:42]([F:44])[CH:41]=[CH:40][C:39]=4[O:45][CH3:46])C)[O:31]3)[N:12]=2)[CH:6]=[CH:7][C:8]=1[O:9][CH3:10].C1(OC2C=C(C3CN(CCCCCNCCC4CCC(CCC5C=C(F)C=CC=5OC)O4)C(=O)C3)C=CC=2OC)CCCC1.C1(OC2C=C(C3CN(CCCCCNCCC4CCC(CCCC5C=C(F)C=CC=5OC)O4)C(=O)C3)C=CC=2OC)CCCC1.COC1C=C(C2C3C(CC=CC3)C(=O)N(CCCCCNCCC(C3C=CC=CC=3)OC3C=CC(C(F)(F)F)=CC=3)N=2)C=CC=1OC.C1(OC2C=C(C3CN(CCCCCNCCC(C4C=CC=CC=4)OC4C=CC(C(F)(F)F)=CC=4)C(=O)C3)C=CC=2OC)CCCC1.COC1C=C(C2C3C(CC=CC3)C(=O)N(CCCCCNCCCC3(C4C=CC(F)=CC=4)CC4C=CC(C#N)=CC=4O3)N=2)C=CC=1OC.C1(OC2C=C(C3CN(CCCCCNCCCC4(C5C=CC(F)=CC=5)CC5C=CC(C#N)=CC=5O4)C(=O)C3)C=CC=2OC)CCCC1.COC1C=C(C2C3C(CC=CC3)C(=O)N(CCCCCNCC3CCC(C4C=CC(OC)=CC=4)O3)N=2)C=CC=1OC.C1(OC2C=C(C3CN(CCCCCNCC4CCC(C5C=CC(OC)=CC=5)O4)C(=O)C3)C=CC=2OC)CCCC1.C1(C2OC(CNCCCCCN3N=C(C4C=CC(OC)=C(OC)C=4)C4C(CC=CC4)C3=O)CC2)CCCCC1.C1(C2OC(CNCCCCCN3CC(C4C=CC(OC)=C(OC5CCCC5)C=4)CC3=O)CC2)CCCCC1.COC1C=C(C2C3C(CC=CC3)C(=O)N(CCCCCNCC3CCC(C4C=CC(C)=C(F)C=4)O3)N=2)C=CC=1OC.C1(OC2C=C(C3CN(CCCCCNCC4CCC(C5C=CC(C)=C(F)C=5)O4)C(=O)C3)C=CC=2OC)CCCC1. (6) Given the product [NH:32]1[CH2:33][CH2:34][CH:29]([CH2:28][NH:27][C:4]2[C:5]3[C:10]([C:11]4[CH:12]=[CH:13][N:14]=[CH:15][CH:16]=4)=[CH:9][NH:8][C:6]=3[N:7]=[C:2]([NH:42][C:43]3[CH:44]=[CH:45][C:46]([N:49]4[CH2:50][CH2:51][N:52]([C:55](=[O:57])[CH3:56])[CH2:53][CH2:54]4)=[CH:47][CH:48]=3)[N:3]=2)[CH2:30][CH2:31]1, predict the reactants needed to synthesize it. The reactants are: Cl[C:2]1[N:3]=[C:4]([NH:27][CH2:28][CH:29]2[CH2:34][CH2:33][N:32](C(OC(C)(C)C)=O)[CH2:31][CH2:30]2)[C:5]2[C:10]([C:11]3[CH:16]=[CH:15][N:14]=[CH:13][CH:12]=3)=[CH:9][N:8](S(C3C=CC(C)=CC=3)(=O)=O)[C:6]=2[N:7]=1.[NH2:42][C:43]1[CH:48]=[CH:47][C:46]([N:49]2[CH2:54][CH2:53][N:52]([C:55](=[O:57])[CH3:56])[CH2:51][CH2:50]2)=[CH:45][CH:44]=1.C[Si](Cl)(C)C. (7) Given the product [CH3:1][O:2][C:3]([C:5]1[O:6][C:7]([CH3:12])=[C:8]([CH2:10][O:11][C:23]2[CH:24]=[CH:25][C:20]([C:17]3[CH:18]=[CH:19][CH:14]=[CH:15][CH:16]=3)=[CH:21][CH:22]=2)[CH:9]=1)=[O:4], predict the reactants needed to synthesize it. The reactants are: [CH3:1][O:2][C:3]([C:5]1[O:6][C:7]([CH3:12])=[C:8]([CH2:10][OH:11])[CH:9]=1)=[O:4].O[C:14]1[CH:19]=[CH:18][C:17]([C:20]2[CH:25]=[CH:24][CH:23]=[CH:22][CH:21]=2)=[CH:16][CH:15]=1.C1(P(C2C=CC=CC=2)C2C=CC=CC=2)C=CC=CC=1.